Dataset: Catalyst prediction with 721,799 reactions and 888 catalyst types from USPTO. Task: Predict which catalyst facilitates the given reaction. (1) Reactant: Cl.[O:2]=[C:3]1[NH:12][C:11]2[N:10]=[CH:9][C:8](/[CH:13]=[CH:14]/[C:15]([OH:17])=O)=[CH:7][C:6]=2[CH2:5][CH2:4]1.[OH:18][C:19]1([C:25]2[CH:30]=[CH:29][CH:28]=[CH:27][CH:26]=2)[CH2:24][CH2:23][NH:22][CH2:21][CH2:20]1.CCN(C(C)C)C(C)C.CCN=C=NCCCN(C)C. Product: [OH:18][C:19]1([C:25]2[CH:30]=[CH:29][CH:28]=[CH:27][CH:26]=2)[CH2:24][CH2:23][N:22]([C:15](=[O:17])/[CH:14]=[CH:13]/[C:8]2[CH:7]=[C:6]3[C:11](=[N:10][CH:9]=2)[NH:12][C:3](=[O:2])[CH2:4][CH2:5]3)[CH2:21][CH2:20]1. The catalyst class is: 3. (2) Reactant: [C:1]([N:4]1[C:13]2[C:8](=[CH:9][C:10]([C:16]([NH2:18])=[O:17])=[C:11]([O:14]C)[CH:12]=2)[CH:7]([NH:19][C:20]2[N:25]=[C:24]([CH3:26])[CH:23]=[CH:22][N:21]=2)[CH:6]([CH3:27])[CH:5]1[CH:28]1[CH2:30][CH2:29]1)(=[O:3])[CH3:2].B(Br)(Br)Br.CO. Product: [C:1]([N:4]1[C:13]2[C:8](=[CH:9][C:10]([C:16]([NH2:18])=[O:17])=[C:11]([OH:14])[CH:12]=2)[CH:7]([NH:19][C:20]2[N:25]=[C:24]([CH3:26])[CH:23]=[CH:22][N:21]=2)[CH:6]([CH3:27])[CH:5]1[CH:28]1[CH2:29][CH2:30]1)(=[O:3])[CH3:2]. The catalyst class is: 4. (3) Reactant: Br[CH:2]1[C:7](=O)[CH2:6][CH2:5][CH2:4][C:3]1=[O:9].[NH2:10][C:11]([C:13]1[CH:22]=[CH:21][C:20]([N:23]([CH3:25])[CH3:24])=[CH:19][C:14]=1[C:15]([O:17][CH3:18])=[O:16])=[S:12]. Product: [CH3:25][N:23]([CH3:24])[C:20]1[CH:21]=[CH:22][C:13]([C:11]2[S:12][C:2]3[C:3](=[O:9])[CH2:4][CH2:5][CH2:6][C:7]=3[N:10]=2)=[C:14]([CH:19]=1)[C:15]([O:17][CH3:18])=[O:16]. The catalyst class is: 1. (4) Reactant: [Cl:1][C:2]1[CH:11]=[CH:10][CH:9]=[C:8]([N:12]([C:14](=[O:27])[CH2:15][C:16]([N:18]([CH2:25][CH3:26])[C:19]2[CH:24]=[CH:23][CH:22]=[CH:21][CH:20]=2)=[O:17])[CH3:13])[C:3]=1[C:4](OC)=[O:5].[O-]CC.[Na+:31]. The catalyst class is: 8. Product: [CH3:26][CH2:25][N:18]([C:16]([C:15]1[C:14](=[O:27])[N:12]([CH3:13])[C:8]2[CH:9]=[CH:10][CH:11]=[C:2]([Cl:1])[C:3]=2[C:4]=1[O-:5])=[O:17])[C:19]1[CH:24]=[CH:23][CH:22]=[CH:21][CH:20]=1.[Na+:31]. (5) Product: [Cl:1][C:2]1[CH:7]=[CH:6][C:5]([C:8]2[CH:12]=[CH:11][NH:10][N:9]=2)=[CH:4][C:3]=1[CH2:13][NH2:14]. Reactant: [Cl:1][C:2]1[CH:7]=[CH:6][C:5]([C:8]2[CH:12]=[CH:11][NH:10][N:9]=2)=[CH:4][C:3]=1[CH2:13][NH:14]C(=O)C.S(=O)(=O)(O)O.[OH-].[Na+]. The catalyst class is: 6. (6) Reactant: [CH2:1]([O:3][C:4]([C:6]1[NH:7][CH:8]=[C:9]([C:11]([OH:13])=O)[N:10]=1)=[O:5])[CH3:2].Cl.[F:15][C:16]1[CH:17]=[C:18]([C@:27]2([NH2:37])[C:32]3=[N:33][CH:34]=[CH:35][CH:36]=[C:31]3[O:30][CH2:29][CH2:28]2)[CH:19]=[CH:20][C:21]=1[O:22][C:23]([F:26])([F:25])[F:24].CN(C=O)C.CN(C(ON1N=NC2C=CC=NC1=2)=[N+](C)C)C.F[P-](F)(F)(F)(F)F. Product: [F:26][C:23]([F:24])([F:25])[C:4]([OH:5])=[O:3].[F:15][C:16]1[CH:17]=[C:18]([C@:27]2([NH:37][C:11]([C:9]3[NH:10][C:6]([C:4]([O:3][CH2:1][CH3:2])=[O:5])=[N:7][CH:8]=3)=[O:13])[C:32]3=[N:33][CH:34]=[CH:35][CH:36]=[C:31]3[O:30][CH2:29][CH2:28]2)[CH:19]=[CH:20][C:21]=1[O:22][C:23]([F:26])([F:24])[F:25]. The catalyst class is: 238. (7) Reactant: [NH2:1][C:2]1[O:3][CH2:4][C:5]2([C@H:15]3[CH2:16][N:17]([C:20]([O:22][CH2:23][C:24]4[CH:29]=[CH:28][CH:27]=[CH:26][CH:25]=4)=[O:21])[CH2:18][CH2:19][C@@H:14]3[O:13][C:12]3[CH:11]=[CH:10][C:9]([C:30]4[C:31]([F:36])=[N:32][CH:33]=[CH:34][CH:35]=4)=[CH:8][C:7]2=3)[N:6]=1.[CH3:37][C:38]([O:41][C:42](O[C:42]([O:41][C:38]([CH3:40])([CH3:39])[CH3:37])=[O:43])=[O:43])([CH3:40])[CH3:39].CC(O)C. Product: [C:38]([O:41][C:42]([NH:1][C:2]1[O:3][CH2:4][C:5]2([C@H:15]3[CH2:16][N:17]([C:20]([O:22][CH2:23][C:24]4[CH:29]=[CH:28][CH:27]=[CH:26][CH:25]=4)=[O:21])[CH2:18][CH2:19][C@@H:14]3[O:13][C:12]3[CH:11]=[CH:10][C:9]([C:30]4[C:31]([F:36])=[N:32][CH:33]=[CH:34][CH:35]=4)=[CH:8][C:7]2=3)[N:6]=1)=[O:43])([CH3:40])([CH3:39])[CH3:37]. The catalyst class is: 61. (8) Reactant: ClC(OC(Cl)C)=O.C([N:15]1[CH2:20][C@H:19]([C:21]([F:24])([F:23])[F:22])[O:18][C@H:17]([CH3:25])[CH2:16]1)C1C=CC=CC=1.C(N(CC)C(C)C)(C)C.C([O-])([O-])=O.[K+].[K+].F[C:42]1[CH:49]=[CH:48][C:47]([N+:50]([O-:52])=[O:51])=[CH:46][C:43]=1[CH:44]=[O:45].CN(C)CCNC. Product: [CH3:25][C@H:17]1[O:18][C@@H:19]([C:21]([F:23])([F:22])[F:24])[CH2:20][N:15]([C:42]2[CH:49]=[CH:48][C:47]([N+:50]([O-:52])=[O:51])=[CH:46][C:43]=2[CH:44]=[O:45])[CH2:16]1. The catalyst class is: 2. (9) Reactant: [S:1]1[C:5]2[CH:6]=[CH:7][CH:8]=[CH:9][C:4]=2[C:3]([N:10]2[CH2:15][CH2:14][N:13]([CH2:16][CH2:17][C:18]3[CH:19]=[C:20]4[C:24](=[CH:25][CH:26]=3)[C:23]([CH3:28])([CH3:27])[CH:22]([NH:29][C:30](=O)[CH3:31])[CH2:21]4)[CH2:12][CH2:11]2)=[N:2]1. Product: [S:1]1[C:5]2[CH:6]=[CH:7][CH:8]=[CH:9][C:4]=2[C:3]([N:10]2[CH2:15][CH2:14][N:13]([CH2:16][CH2:17][C:18]3[CH:19]=[C:20]4[C:24](=[CH:25][CH:26]=3)[C:23]([CH3:28])([CH3:27])[CH:22]([NH:29][CH2:30][CH3:31])[CH2:21]4)[CH2:12][CH2:11]2)=[N:2]1. The catalyst class is: 1.